Task: Predict the reactants needed to synthesize the given product.. Dataset: Full USPTO retrosynthesis dataset with 1.9M reactions from patents (1976-2016) Given the product [Br:1][C:2]1[CH:3]=[C:4]([C:8](=[CH:9][CH3:10])[CH:12]=[O:15])[CH:5]=[CH:6][CH:7]=1, predict the reactants needed to synthesize it. The reactants are: [Br:1][C:2]1[CH:3]=[C:4](/[C:8](/[CH3:12])=[CH:9]/[CH2:10]O)[CH:5]=[CH:6][CH:7]=1.CC(OI1(OC(C)=O)(OC(C)=O)OC(=O)C2C=CC=CC1=2)=[O:15].C([O-])(O)=O.[Na+].[O-]S([O-])(=S)=O.[Na+].[Na+].